From a dataset of NCI-60 drug combinations with 297,098 pairs across 59 cell lines. Regression. Given two drug SMILES strings and cell line genomic features, predict the synergy score measuring deviation from expected non-interaction effect. (1) Drug 1: CC1=C(C=C(C=C1)NC(=O)C2=CC=C(C=C2)CN3CCN(CC3)C)NC4=NC=CC(=N4)C5=CN=CC=C5. Drug 2: CC=C1C(=O)NC(C(=O)OC2CC(=O)NC(C(=O)NC(CSSCCC=C2)C(=O)N1)C(C)C)C(C)C. Cell line: OVCAR-5. Synergy scores: CSS=60.1, Synergy_ZIP=2.05, Synergy_Bliss=-5.50, Synergy_Loewe=-70.5, Synergy_HSA=-9.79. (2) Drug 1: CC1=C2C(C(=O)C3(C(CC4C(C3C(C(C2(C)C)(CC1OC(=O)C(C(C5=CC=CC=C5)NC(=O)C6=CC=CC=C6)O)O)OC(=O)C7=CC=CC=C7)(CO4)OC(=O)C)O)C)OC(=O)C. Drug 2: CC1C(C(CC(O1)OC2CC(CC3=C2C(=C4C(=C3O)C(=O)C5=CC=CC=C5C4=O)O)(C(=O)C)O)N)O. Cell line: M14. Synergy scores: CSS=52.6, Synergy_ZIP=-0.391, Synergy_Bliss=-0.183, Synergy_Loewe=2.24, Synergy_HSA=3.59. (3) Drug 1: CCC1(CC2CC(C3=C(CCN(C2)C1)C4=CC=CC=C4N3)(C5=C(C=C6C(=C5)C78CCN9C7C(C=CC9)(C(C(C8N6C=O)(C(=O)OC)O)OC(=O)C)CC)OC)C(=O)OC)O.OS(=O)(=O)O. Drug 2: CC1=C(N=C(N=C1N)C(CC(=O)N)NCC(C(=O)N)N)C(=O)NC(C(C2=CN=CN2)OC3C(C(C(C(O3)CO)O)O)OC4C(C(C(C(O4)CO)O)OC(=O)N)O)C(=O)NC(C)C(C(C)C(=O)NC(C(C)O)C(=O)NCCC5=NC(=CS5)C6=NC(=CS6)C(=O)NCCC[S+](C)C)O. Cell line: OVCAR-8. Synergy scores: CSS=29.1, Synergy_ZIP=-6.39, Synergy_Bliss=-0.583, Synergy_Loewe=-2.33, Synergy_HSA=-0.131. (4) Drug 1: CC(C1=C(C=CC(=C1Cl)F)Cl)OC2=C(N=CC(=C2)C3=CN(N=C3)C4CCNCC4)N. Drug 2: COC1=C(C=C2C(=C1)N=CN=C2NC3=CC(=C(C=C3)F)Cl)OCCCN4CCOCC4. Cell line: SF-268. Synergy scores: CSS=23.2, Synergy_ZIP=4.48, Synergy_Bliss=10.4, Synergy_Loewe=8.28, Synergy_HSA=8.48. (5) Drug 1: COC1=C(C=C2C(=C1)N=CN=C2NC3=CC(=C(C=C3)F)Cl)OCCCN4CCOCC4. Drug 2: C1=CN(C(=O)N=C1N)C2C(C(C(O2)CO)O)O.Cl. Cell line: MDA-MB-231. Synergy scores: CSS=32.4, Synergy_ZIP=-6.33, Synergy_Bliss=-1.89, Synergy_Loewe=0.462, Synergy_HSA=2.23. (6) Drug 1: CC1C(C(=O)NC(C(=O)N2CCCC2C(=O)N(CC(=O)N(C(C(=O)O1)C(C)C)C)C)C(C)C)NC(=O)C3=C4C(=C(C=C3)C)OC5=C(C(=O)C(=C(C5=N4)C(=O)NC6C(OC(=O)C(N(C(=O)CN(C(=O)C7CCCN7C(=O)C(NC6=O)C(C)C)C)C)C(C)C)C)N)C. Drug 2: CC12CCC3C(C1CCC2OP(=O)(O)O)CCC4=C3C=CC(=C4)OC(=O)N(CCCl)CCCl.[Na+]. Cell line: SF-539. Synergy scores: CSS=52.5, Synergy_ZIP=25.9, Synergy_Bliss=30.6, Synergy_Loewe=12.2, Synergy_HSA=27.6. (7) Drug 1: C1=CN(C=N1)CC(O)(P(=O)(O)O)P(=O)(O)O. Drug 2: C1CN(P(=O)(OC1)NCCCl)CCCl. Cell line: PC-3. Synergy scores: CSS=-4.70, Synergy_ZIP=4.14, Synergy_Bliss=3.02, Synergy_Loewe=-0.297, Synergy_HSA=-2.30.